Dataset: Full USPTO retrosynthesis dataset with 1.9M reactions from patents (1976-2016). Task: Predict the reactants needed to synthesize the given product. (1) Given the product [Br:5][C:6]1[C:11]([C:12]2[CH:17]=[CH:16][C:15]([F:18])=[CH:14][CH:13]=2)=[C:10]([F:19])[C:9]([O:20][CH:2]([CH3:4])[CH3:3])=[C:8]([CH:21]=[O:22])[CH:7]=1, predict the reactants needed to synthesize it. The reactants are: I[CH:2]([CH3:4])[CH3:3].[Br:5][C:6]1[C:11]([C:12]2[CH:17]=[CH:16][C:15]([F:18])=[CH:14][CH:13]=2)=[C:10]([F:19])[C:9]([OH:20])=[C:8]([CH:21]=[O:22])[CH:7]=1.C(=O)([O-])[O-].[K+].[K+]. (2) Given the product [Cl:10][C:11]1[CH:12]=[C:13]([C:17]2[C:22]3[N:23]([CH2:35][C@H:36]4[CH2:37][CH2:38][C@H:39]([CH3:42])[CH2:40][CH2:41]4)[C:24]([N:26]4[CH2:30][CH2:29][CH2:28][C@H:27]4[C:31]([F:33])([F:32])[F:34])=[N:25][C:21]=3[CH:20]=[C:19]([C:43](=[N:2][OH:3])[NH2:44])[N:18]=2)[CH:14]=[N:15][CH:16]=1, predict the reactants needed to synthesize it. The reactants are: Cl.[NH2:2][OH:3].C(=O)(O)[O-].[Na+].O.[Cl:10][C:11]1[CH:12]=[C:13]([C:17]2[C:22]3[N:23]([CH2:35][C@H:36]4[CH2:41][CH2:40][C@H:39]([CH3:42])[CH2:38][CH2:37]4)[C:24]([N:26]4[CH2:30][CH2:29][CH2:28][C@H:27]4[C:31]([F:34])([F:33])[F:32])=[N:25][C:21]=3[CH:20]=[C:19]([C:43]#[N:44])[N:18]=2)[CH:14]=[N:15][CH:16]=1. (3) Given the product [Cl:1][C:2]1[CH:3]=[C:4]([CH:7]=[C:8]([OH:11])[C:9]=1[OH:10])[CH:5]=[O:6], predict the reactants needed to synthesize it. The reactants are: [Cl:1][C:2]1[CH:3]=[C:4]([CH:7]=[C:8]([O:11]C)[C:9]=1[OH:10])[CH:5]=[O:6].B(Br)(Br)Br. (4) Given the product [CH3:21][O:22][C:23]1[CH:24]=[C:25]([CH2:31][C:32]([NH:19][C:18]([NH:17][C:10]([O:12][C:13]([CH3:15])([CH3:16])[CH3:14])=[O:11])=[NH:20])=[O:33])[CH:26]=[CH:27][C:28]=1[O:29][CH3:30], predict the reactants needed to synthesize it. The reactants are: C(N(C(C)C)C(C)C)C.[C:10]([NH:17][C:18]([NH2:20])=[NH:19])([O:12][C:13]([CH3:16])([CH3:15])[CH3:14])=[O:11].[CH3:21][O:22][C:23]1[CH:24]=[C:25]([CH2:31][C:32](Cl)=[O:33])[CH:26]=[CH:27][C:28]=1[O:29][CH3:30]. (5) Given the product [CH3:21][O:20][C:16]1[N:15]=[C:14]([C:12]2[S:4][C:3]3[CH:5]=[CH:6][CH:7]=[CH:8][C:2]=3[C:1](=[O:10])[N:13]=2)[CH:19]=[CH:18][CH:17]=1, predict the reactants needed to synthesize it. The reactants are: [C:1]([O:10]C)(=O)[C:2]1[C:3](=[CH:5][CH:6]=[CH:7][CH:8]=1)[SH:4].[C:12]([C:14]1[CH:19]=[CH:18][CH:17]=[C:16]([O:20][CH3:21])[N:15]=1)#[N:13].C(N(CC)CC)C. (6) Given the product [Cl:1][C:2]1[CH:7]=[C:6]([Cl:8])[CH:5]=[CH:4][C:3]=1[C:9]1[C:27](=[O:28])[N:26]([CH3:29])[C:12]2[N:13]([CH3:25])[C:14]3[C:19]([C:11]=2[CH:10]=1)=[CH:18][C:17]([C:20]1[CH:24]=[CH:23][N:22]([CH2:33][O:32][CH2:30][CH3:31])[N:21]=1)=[CH:16][CH:15]=3, predict the reactants needed to synthesize it. The reactants are: [Cl:1][C:2]1[CH:7]=[C:6]([Cl:8])[CH:5]=[CH:4][C:3]=1[C:9]1[C:27](=[O:28])[N:26]([CH3:29])[C:12]2[N:13]([CH3:25])[C:14]3[C:19]([C:11]=2[CH:10]=1)=[CH:18][C:17]([C:20]1[CH:24]=[CH:23][NH:22][N:21]=1)=[CH:16][CH:15]=3.[CH2:30]([O:32][CH2:33]Cl)[CH3:31]. (7) Given the product [Cl:21][C:17]1[CH:16]=[C:15]2[C:20]([C:11]([C:5]3[CH:6]=[CH:7][C:2]([F:1])=[CH:3][CH:4]=3)=[CH:12][CH:13]=[N:14]2)=[CH:19][CH:18]=1, predict the reactants needed to synthesize it. The reactants are: [F:1][C:2]1[CH:7]=[CH:6][C:5]([Mg]Br)=[CH:4][CH:3]=1.Cl[C:11]1[C:20]2[C:15](=[CH:16][C:17]([Cl:21])=[CH:18][CH:19]=2)[N:14]=[CH:13][CH:12]=1.